From a dataset of Reaction yield outcomes from USPTO patents with 853,638 reactions. Predict the reaction yield, written as a fraction of the theoretical maximum amount of product (1.0 means a 100% yield; for example, 0.34 means a 34% yield). (1) The reactants are Br[CH2:2][C:3]1[CH:8]=[CH:7][C:6]([O:9][CH3:10])=[C:5]([N+:11]([O-:13])=[O:12])[CH:4]=1.CCO.[CH3:17][NH2:18]. No catalyst specified. The product is [CH3:10][O:9][C:6]1[CH:7]=[CH:8][C:3]([CH2:2][NH:18][CH3:17])=[CH:4][C:5]=1[N+:11]([O-:13])=[O:12]. The yield is 1.00. (2) The yield is 0.520. The catalyst is ClCCCl. The product is [C:46]([O:33][C:32](=[O:34])[CH2:31][N:38]1[CH:39]=[CH:40][N:41]=[C:60]1[CH2:62][N:1]([CH2:35][C:37]1[N:38]([CH2:42][C:43](=[O:44])[O:45][C:46]([CH3:49])([CH3:48])[CH3:47])[CH:39]=[CH:40][N:41]=1)[CH2:2][CH2:3][CH2:4][CH2:5][C@H:6]([NH:14][C:15](=[O:30])[NH:16][C@H:17]([C:23]([O:25][C:26]([CH3:29])([CH3:28])[CH3:27])=[O:24])[CH2:18][CH2:19][C:20]([OH:22])=[O:21])[C:7]([O:9][C:10]([CH3:13])([CH3:12])[CH3:11])=[O:8])([CH3:49])([CH3:48])[CH3:47]. The reactants are [NH2:1][CH2:2][CH2:3][CH2:4][CH2:5][C@H:6]([NH:14][C:15](=[O:30])[NH:16][C@H:17]([C:23]([O:25][C:26]([CH3:29])([CH3:28])[CH3:27])=[O:24])[CH2:18][CH2:19][C:20]([OH:22])=[O:21])[C:7]([O:9][C:10]([CH3:13])([CH3:12])[CH3:11])=[O:8].[CH3:31][C:32]([OH:34])=[O:33].[CH:35]([C:37]1[N:38]([CH2:42][C:43]([O:45][C:46]([CH3:49])([CH3:48])[CH3:47])=[O:44])[CH:39]=[CH:40][N:41]=1)=O.[BH-](O[C:60]([CH3:62])=O)(OC(C)=O)OC(C)=O.[Na+]. (3) The reactants are Br[C:2]1[CH:11]=[CH:10][C:5]([C:6]([O:8][CH3:9])=[O:7])=[C:4]([O:12][CH3:13])[CH:3]=1.[N+:14]([C:17]1[CH:22]=[CH:21][C:20](B(O)O)=[CH:19][CH:18]=1)([O-:16])=[O:15].C([O-])([O-])=O.[Na+].[Na+].ClCCl. The catalyst is C1(C)C=CC=CC=1.CCOC(C)=O.O.O1CCOCC1. The product is [CH3:13][O:12][C:4]1[CH:3]=[C:2]([C:20]2[CH:21]=[CH:22][C:17]([N+:14]([O-:16])=[O:15])=[CH:18][CH:19]=2)[CH:11]=[CH:10][C:5]=1[C:6]([O:8][CH3:9])=[O:7]. The yield is 0.610. (4) The reactants are [CH2:1]([N:3]([CH2:18]C)[CH2:4][CH2:5][O:6][C:7]1[CH:12]=[CH:11][C:10]([C:13](=[O:17])[CH2:14][CH2:15][CH3:16])=[CH:9][CH:8]=1)C.Cl.CN(C)CCCl. No catalyst specified. The product is [CH3:18][N:3]([CH3:1])[CH2:4][CH2:5][O:6][C:7]1[CH:8]=[CH:9][C:10]([C:13](=[O:17])[CH2:14][CH2:15][CH3:16])=[CH:11][CH:12]=1. The yield is 0.810. (5) The reactants are [CH:1]1([C:5](Cl)=[O:6])[CH2:4][CH2:3][CH2:2]1.[C:8]([C:12]1[N:16]([CH2:17][CH:18]2[CH2:23][CH2:22][O:21][CH2:20][CH2:19]2)[C:15]2[CH:24]=[CH:25][C:26]([S:28]([N:31]3[CH:35]=[CH:34][C:33]([NH2:36])=[N:32]3)(=[O:30])=[O:29])=[CH:27][C:14]=2[N:13]=1)([CH3:11])([CH3:10])[CH3:9].CCN(C(C)C)C(C)C. The catalyst is C(Cl)Cl. The product is [C:8]([C:12]1[N:16]([CH2:17][CH:18]2[CH2:23][CH2:22][O:21][CH2:20][CH2:19]2)[C:15]2[CH:24]=[CH:25][C:26]([S:28]([N:31]3[CH:35]=[CH:34][C:33]([NH:36][C:5]([CH:1]4[CH2:4][CH2:3][CH2:2]4)=[O:6])=[N:32]3)(=[O:30])=[O:29])=[CH:27][C:14]=2[N:13]=1)([CH3:11])([CH3:9])[CH3:10]. The yield is 0.330. (6) The reactants are [Br:1][C:2]1[CH:26]=[CH:25][C:5]2[C:6]([CH3:24])=[N:7][CH:8]([NH:13]C(=O)OCC3C=CC=CC=3)[C:9](=[O:12])[N:10]([CH3:11])[C:4]=2[CH:3]=1.CS(O)(=O)=O.[OH-].[NH4+]. The catalyst is C1(OC)C=CC=CC=1. The product is [NH2:13][CH:8]1[N:7]=[C:6]([CH3:24])[C:5]2[CH:25]=[CH:26][C:2]([Br:1])=[CH:3][C:4]=2[N:10]([CH3:11])[C:9]1=[O:12]. The yield is 0.820.